From a dataset of Catalyst prediction with 721,799 reactions and 888 catalyst types from USPTO. Predict which catalyst facilitates the given reaction. (1) Reactant: [OH:1][C:2]1[CH:9]=[CH:8][C:5]([CH:6]=[O:7])=[CH:4][CH:3]=1.Br[CH2:11][CH:12]1[CH2:14][CH2:13]1.C([O-])([O-])=O.[K+].[K+]. Product: [CH:12]1([CH2:11][O:1][C:2]2[CH:9]=[CH:8][C:5]([CH:6]=[O:7])=[CH:4][CH:3]=2)[CH2:14][CH2:13]1. The catalyst class is: 21. (2) Reactant: [C:1]1([S:7]([N:10]2[C:14]3=[N:15][CH:16]=[C:17]([F:19])[CH:18]=[C:13]3[CH:12]=[C:11]2[CH:20]([C:22]2[CH:27]=[CH:26][C:25]([S:28][CH3:29])=[CH:24][CH:23]=2)[OH:21])(=[O:9])=[O:8])[CH:6]=[CH:5][CH:4]=[CH:3][CH:2]=1.CC(OI1(OC(C)=O)(OC(C)=O)OC(=O)C2C=CC=CC1=2)=O. Product: [C:1]1([S:7]([N:10]2[C:14]3=[N:15][CH:16]=[C:17]([F:19])[CH:18]=[C:13]3[CH:12]=[C:11]2[C:20]([C:22]2[CH:23]=[CH:24][C:25]([S:28][CH3:29])=[CH:26][CH:27]=2)=[O:21])(=[O:8])=[O:9])[CH:6]=[CH:5][CH:4]=[CH:3][CH:2]=1. The catalyst class is: 4. (3) Reactant: [Br:1][C:2]1[CH:3]=[C:4]2[C:8](=[C:9]([C:11]#[N:12])[CH:10]=1)[NH:7][N:6]=[C:5]2[CH:13]1[CH2:18][CH2:17][NH:16][CH2:15][CH2:14]1.C(N(C(C)C)CC)(C)C.[CH2:28]([S:30](Cl)(=[O:32])=[O:31])[CH3:29]. Product: [Br:1][C:2]1[CH:3]=[C:4]2[C:8](=[C:9]([C:11]#[N:12])[CH:10]=1)[NH:7][N:6]=[C:5]2[CH:13]1[CH2:18][CH2:17][N:16]([S:30]([CH2:28][CH3:29])(=[O:32])=[O:31])[CH2:15][CH2:14]1. The catalyst class is: 4.